This data is from Reaction yield outcomes from USPTO patents with 853,638 reactions. The task is: Predict the reaction yield, written as a fraction of the theoretical maximum amount of product (1.0 means a 100% yield; for example, 0.34 means a 34% yield). The catalyst is CN(C=O)C. The product is [OH:19][C@H:18]([C:20]1[CH:25]=[CH:24][CH:23]=[CH:22][CH:21]=1)[C@@H:17]([NH:16][C:9]([C@@H:8]([CH2:12][CH:13]=[CH2:14])[CH2:7][C:6]([O:5][C:1]([CH3:2])([CH3:3])[CH3:4])=[O:15])=[O:11])[CH3:26]. The yield is 0.830. The reactants are [C:1]([O:5][C:6](=[O:15])[CH2:7][C@H:8]([CH2:12][CH:13]=[CH2:14])[C:9]([OH:11])=O)([CH3:4])([CH3:3])[CH3:2].[NH2:16][C@@H:17]([CH3:26])[C@@H:18]([C:20]1[CH:25]=[CH:24][CH:23]=[CH:22][CH:21]=1)[OH:19].CO.C(Cl)Cl.